From a dataset of Peptide-MHC class I binding affinity with 185,985 pairs from IEDB/IMGT. Regression. Given a peptide amino acid sequence and an MHC pseudo amino acid sequence, predict their binding affinity value. This is MHC class I binding data. The peptide sequence is SLYNTVCVIW. The MHC is Mamu-B52 with pseudo-sequence Mamu-B52. The binding affinity (normalized) is 0.549.